Dataset: NCI-60 drug combinations with 297,098 pairs across 59 cell lines. Task: Regression. Given two drug SMILES strings and cell line genomic features, predict the synergy score measuring deviation from expected non-interaction effect. (1) Drug 1: CC1=C(C=C(C=C1)NC2=NC=CC(=N2)N(C)C3=CC4=NN(C(=C4C=C3)C)C)S(=O)(=O)N.Cl. Drug 2: C1=CN(C=N1)CC(O)(P(=O)(O)O)P(=O)(O)O. Cell line: SF-295. Synergy scores: CSS=6.12, Synergy_ZIP=-2.35, Synergy_Bliss=-1.06, Synergy_Loewe=0.773, Synergy_HSA=0.625. (2) Drug 1: CC(CN1CC(=O)NC(=O)C1)N2CC(=O)NC(=O)C2. Drug 2: C1=CN(C(=O)N=C1N)C2C(C(C(O2)CO)O)O.Cl. Cell line: MDA-MB-231. Synergy scores: CSS=30.8, Synergy_ZIP=-5.17, Synergy_Bliss=1.65, Synergy_Loewe=-9.67, Synergy_HSA=5.47. (3) Drug 1: CC1C(C(CC(O1)OC2CC(OC(C2O)C)OC3=CC4=CC5=C(C(=O)C(C(C5)C(C(=O)C(C(C)O)O)OC)OC6CC(C(C(O6)C)O)OC7CC(C(C(O7)C)O)OC8CC(C(C(O8)C)O)(C)O)C(=C4C(=C3C)O)O)O)O. Drug 2: CC1=C(N=C(N=C1N)C(CC(=O)N)NCC(C(=O)N)N)C(=O)NC(C(C2=CN=CN2)OC3C(C(C(C(O3)CO)O)O)OC4C(C(C(C(O4)CO)O)OC(=O)N)O)C(=O)NC(C)C(C(C)C(=O)NC(C(C)O)C(=O)NCCC5=NC(=CS5)C6=NC(=CS6)C(=O)NCCC[S+](C)C)O. Cell line: MDA-MB-435. Synergy scores: CSS=53.9, Synergy_ZIP=1.73, Synergy_Bliss=2.01, Synergy_Loewe=-22.1, Synergy_HSA=0.122. (4) Drug 1: C1=CC(=CC=C1CC(C(=O)O)N)N(CCCl)CCCl.Cl. Drug 2: COCCOC1=C(C=C2C(=C1)C(=NC=N2)NC3=CC=CC(=C3)C#C)OCCOC.Cl. Cell line: MALME-3M. Synergy scores: CSS=16.0, Synergy_ZIP=-2.99, Synergy_Bliss=3.95, Synergy_Loewe=1.88, Synergy_HSA=1.98. (5) Drug 2: CC(C)CN1C=NC2=C1C3=CC=CC=C3N=C2N. Cell line: K-562. Drug 1: CC1=C(N=C(N=C1N)C(CC(=O)N)NCC(C(=O)N)N)C(=O)NC(C(C2=CN=CN2)OC3C(C(C(C(O3)CO)O)O)OC4C(C(C(C(O4)CO)O)OC(=O)N)O)C(=O)NC(C)C(C(C)C(=O)NC(C(C)O)C(=O)NCCC5=NC(=CS5)C6=NC(=CS6)C(=O)NCCC[S+](C)C)O. Synergy scores: CSS=27.7, Synergy_ZIP=-1.20, Synergy_Bliss=1.84, Synergy_Loewe=5.61, Synergy_HSA=2.75. (6) Drug 1: CS(=O)(=O)CCNCC1=CC=C(O1)C2=CC3=C(C=C2)N=CN=C3NC4=CC(=C(C=C4)OCC5=CC(=CC=C5)F)Cl. Drug 2: C1CNP(=O)(OC1)N(CCCl)CCCl. Cell line: NCIH23. Synergy scores: CSS=10.2, Synergy_ZIP=-4.34, Synergy_Bliss=-2.81, Synergy_Loewe=-11.6, Synergy_HSA=-3.60. (7) Cell line: SW-620. Drug 2: CC(C)CN1C=NC2=C1C3=CC=CC=C3N=C2N. Drug 1: C1CCN(CC1)CCOC2=CC=C(C=C2)C(=O)C3=C(SC4=C3C=CC(=C4)O)C5=CC=C(C=C5)O. Synergy scores: CSS=-10.9, Synergy_ZIP=6.29, Synergy_Bliss=3.42, Synergy_Loewe=-7.79, Synergy_HSA=-6.65. (8) Drug 1: C1=C(C(=O)NC(=O)N1)N(CCCl)CCCl. Drug 2: CC1=C2C(C(=O)C3(C(CC4C(C3C(C(C2(C)C)(CC1OC(=O)C(C(C5=CC=CC=C5)NC(=O)C6=CC=CC=C6)O)O)OC(=O)C7=CC=CC=C7)(CO4)OC(=O)C)O)C)OC(=O)C. Cell line: SN12C. Synergy scores: CSS=56.4, Synergy_ZIP=-14.8, Synergy_Bliss=-8.62, Synergy_Loewe=-6.38, Synergy_HSA=-3.86. (9) Drug 1: C1CC(=O)NC(=O)C1N2CC3=C(C2=O)C=CC=C3N. Drug 2: CN(C(=O)NC(C=O)C(C(C(CO)O)O)O)N=O. Cell line: MOLT-4. Synergy scores: CSS=-9.35, Synergy_ZIP=1.12, Synergy_Bliss=-7.47, Synergy_Loewe=-10.8, Synergy_HSA=-11.4.